Dataset: Forward reaction prediction with 1.9M reactions from USPTO patents (1976-2016). Task: Predict the product of the given reaction. (1) Given the reactants [F:1][C:2]1[CH:7]=[CH:6][C:5](N)=[CH:4][C:3]=1[CH3:9].FC(F)(F)C(O)=O.[ClH:17].N([O-])=O.[Na+].[S:22](=[O:25])(O)[OH:23], predict the reaction product. The product is: [F:1][C:2]1[CH:7]=[CH:6][C:5]([S:22]([Cl:17])(=[O:25])=[O:23])=[CH:4][C:3]=1[CH3:9]. (2) Given the reactants [F:1][C:2]1[CH:7]=[CH:6][C:5]([NH:8][C:9](=[O:22])[CH:10]([C:16]2[CH:21]=[CH:20][CH:19]=[CH:18][CH:17]=2)[C:11]([O:13]CC)=[O:12])=[CH:4][CH:3]=1.[OH-].[Li+].Cl, predict the reaction product. The product is: [F:1][C:2]1[CH:3]=[CH:4][C:5]([NH:8][C:9](=[O:22])[CH:10]([C:16]2[CH:17]=[CH:18][CH:19]=[CH:20][CH:21]=2)[C:11]([OH:13])=[O:12])=[CH:6][CH:7]=1. (3) Given the reactants [F:1][C:2]1[CH:7]=[CH:6][C:5]([CH2:8][CH2:9][C:10]([O:12][CH3:13])=[O:11])=[CH:4][C:3]=1I.C([O-])(=O)C.[K+].[B:20]1([B:20]2[O:24][C:23]([CH3:26])([CH3:25])[C:22]([CH3:28])([CH3:27])[O:21]2)[O:24][C:23]([CH3:26])([CH3:25])[C:22]([CH3:28])([CH3:27])[O:21]1, predict the reaction product. The product is: [F:1][C:2]1[CH:7]=[CH:6][C:5]([CH2:8][CH2:9][C:10]([O:12][CH3:13])=[O:11])=[CH:4][C:3]=1[B:20]1[O:24][C:23]([CH3:26])([CH3:25])[C:22]([CH3:28])([CH3:27])[O:21]1. (4) The product is: [OH:17][CH2:16][CH:13]1[CH2:14][O:15][CH:10]([C:4]2[CH:3]=[C:2]([F:1])[C:7]([F:8])=[C:6]([F:9])[CH:5]=2)[O:11][CH2:12]1. Given the reactants [F:1][C:2]1[CH:3]=[C:4]([C@H:10]2[O:15][CH2:14][C@H:13]([CH2:16][O:17]C3C(F)=CC(CCC)=CC=3F)[CH2:12][O:11]2)[CH:5]=[C:6]([F:9])[C:7]=1[F:8].FC1C=C(CCC)C=C(F)C=1O, predict the reaction product. (5) The product is: [O:42]=[C:41]([C:26]1[N:27]([C:31]2[CH:36]=[CH:35][C:34]([C:37]([F:40])([F:38])[F:39])=[CH:33][CH:32]=2)[C:28]2[C:24]([CH:25]=1)=[CH:23][C:22]([O:21][C:20]([F:19])([F:46])[F:47])=[CH:30][CH:29]=2)[CH2:12][C:11]([O:14][C:15]([CH3:18])([CH3:17])[CH3:16])=[O:13]. Given the reactants [Li+].C[Si]([N-][Si](C)(C)C)(C)C.[C:11]([O:14][C:15]([CH3:18])([CH3:17])[CH3:16])(=[O:13])[CH3:12].[F:19][C:20]([F:47])([F:46])[O:21][C:22]1[CH:23]=[C:24]2[C:28](=[CH:29][CH:30]=1)[N:27]([C:31]1[CH:36]=[CH:35][C:34]([C:37]([F:40])([F:39])[F:38])=[CH:33][CH:32]=1)[C:26]([C:41](OCC)=[O:42])=[CH:25]2.C([O-])(O)=O.[Na+], predict the reaction product. (6) Given the reactants [OH:1][CH2:2][CH2:3][C:4]1[CH:5]=[C:6]([Br:10])[CH:7]=[CH:8][CH:9]=1.[Si:11](Cl)([C:14]([CH3:17])([CH3:16])[CH3:15])([CH3:13])[CH3:12].CN(C1C=CC=CN=1)C.C(N(CC)CC)C, predict the reaction product. The product is: [O:1]([CH2:2][CH2:3][C:4]1[CH:5]=[C:6]([Br:10])[CH:7]=[CH:8][CH:9]=1)[Si:11]([C:14]([CH3:17])([CH3:16])[CH3:15])([CH3:13])[CH3:12].